The task is: Predict the reactants needed to synthesize the given product.. This data is from Full USPTO retrosynthesis dataset with 1.9M reactions from patents (1976-2016). (1) Given the product [CH3:1][N:2]([C:13]1[CH:18]=[CH:17][CH:16]=[CH:15][CH:14]=1)[C:3]1[CH:12]=[CH:11][C:6]([C:7]([OH:9])=[O:8])=[CH:5][CH:4]=1, predict the reactants needed to synthesize it. The reactants are: [CH3:1][N:2]([C:13]1[CH:18]=[CH:17][CH:16]=[CH:15][CH:14]=1)[C:3]1[CH:12]=[CH:11][C:6]([C:7]([O:9]C)=[O:8])=[CH:5][CH:4]=1.[OH-].[Li+]. (2) Given the product [CH2:16]([N:23]1[CH2:27][CH2:26][C@H:25]([N:28]([CH2:6][CH2:7][NH:8][C:9]([O:10][C:11]([CH3:14])([CH3:13])[CH3:12])=[O:15])[CH3:29])[CH2:24]1)[C:17]1[CH:18]=[CH:19][CH:20]=[CH:21][CH:22]=1, predict the reactants needed to synthesize it. The reactants are: ClCCCl.O=[CH:6][CH2:7][NH:8][C:9](=[O:15])[O:10][C:11]([CH3:14])([CH3:13])[CH3:12].[CH2:16]([N:23]1[CH2:27][CH2:26][C@H:25]([NH:28][CH3:29])[CH2:24]1)[C:17]1[CH:22]=[CH:21][CH:20]=[CH:19][CH:18]=1.C(O[BH-](OC(=O)C)OC(=O)C)(=O)C.[Na+].